Dataset: Full USPTO retrosynthesis dataset with 1.9M reactions from patents (1976-2016). Task: Predict the reactants needed to synthesize the given product. (1) The reactants are: [NH2:1][CH2:2][CH2:3][CH2:4][Si:5]([O:12][CH2:13][CH3:14])([O:9][CH2:10][CH3:11])[O:6][CH2:7][CH3:8].[C:15]([O:19][C:20]([CH3:23])([CH3:22])[CH3:21])(=[O:18])[CH:16]=[CH2:17]. Given the product [C:20]([O:19][C:15]([CH2:16][CH2:17][NH:1][CH2:2][CH2:3][CH2:4][Si:5]([O:12][CH2:13][CH3:14])([O:6][CH2:7][CH3:8])[O:9][CH2:10][CH3:11])=[O:18])([CH3:23])([CH3:22])[CH3:21], predict the reactants needed to synthesize it. (2) Given the product [CH3:9][C@@H:8]1[CH2:7][CH2:6][CH2:5][N:4]([C:10](=[O:11])[C:12]2[CH:17]=[C:16]([CH3:18])[CH:15]=[CH:14][C:13]=2[N:19]2[N:23]=[CH:22][CH:21]=[N:20]2)[C@@H:3]1[CH2:2][NH:1][C:25]1[N:30]=[N:29][C:28]([C:31]#[N:32])=[CH:27][CH:26]=1, predict the reactants needed to synthesize it. The reactants are: [NH2:1][CH2:2][C@@H:3]1[C@H:8]([CH3:9])[CH2:7][CH2:6][CH2:5][N:4]1[C:10]([C:12]1[CH:17]=[C:16]([CH3:18])[CH:15]=[CH:14][C:13]=1[N:19]1[N:23]=[CH:22][CH:21]=[N:20]1)=[O:11].Cl[C:25]1[N:30]=[N:29][C:28]([C:31]#[N:32])=[CH:27][CH:26]=1. (3) Given the product [CH3:41][N:2]([CH3:1])[CH2:3][CH2:4][N:5]1[CH2:13][C:12]2[CH:11]=[C:10]3[NH:15][C:16]([C:18]4[C:19](=[O:38])[NH:20][CH:21]=[CH:22][C:23]=4[NH:24][CH:25]([CH3:37])[CH2:26][C:27]4[C:32]([F:33])=[C:31]([F:34])[CH:30]=[C:29]([F:35])[C:28]=4[F:36])=[N:17][C:9]3=[C:8]([CH3:39])[C:7]=2[C:6]1=[O:40], predict the reactants needed to synthesize it. The reactants are: [CH3:1][N:2]([CH3:41])[CH2:3][CH2:4][N:5]1[C:13](=O)[C:12]2[CH:11]=[C:10]3[NH:15][C:16]([C:18]4[C:19](=[O:38])[NH:20][CH:21]=[CH:22][C:23]=4[NH:24][CH:25]([CH3:37])[CH2:26][C:27]4[C:32]([F:33])=[C:31]([F:34])[CH:30]=[C:29]([F:35])[C:28]=4[F:36])=[N:17][C:9]3=[C:8]([CH3:39])[C:7]=2[C:6]1=[O:40].